Dataset: Forward reaction prediction with 1.9M reactions from USPTO patents (1976-2016). Task: Predict the product of the given reaction. (1) Given the reactants Cl.C(OC([NH:9][N:10]1[C:14]2[CH:15]=[CH:16][CH:17]=[CH:18][C:13]=2[N:12]=[C:11]1[S:19][CH2:20][C:21]1[C:26]([CH3:27])=[C:25]([O:28][CH2:29][C:30]([F:33])([F:32])[F:31])[CH:24]=[CH:23][N:22]=1)=O)(C)(C)C, predict the reaction product. The product is: [NH2:9][N:10]1[C:14]2[CH:15]=[CH:16][CH:17]=[CH:18][C:13]=2[N:12]=[C:11]1[S:19][CH2:20][C:21]1[C:26]([CH3:27])=[C:25]([O:28][CH2:29][C:30]([F:33])([F:32])[F:31])[CH:24]=[CH:23][N:22]=1. (2) The product is: [OH:37][C@H:36]([CH2:35][OH:34])[CH2:38][CH2:39][NH:40][C:13]([N:11]1[CH2:12][CH:8]([C:4]2[CH:5]=[CH:6][CH:7]=[C:2]([Cl:1])[C:3]=2[F:31])[C:9]([C:23]2[CH:28]=[CH:27][C:26]([Cl:29])=[CH:25][C:24]=2[F:30])([C:21]#[N:22])[CH:10]1[CH2:16][C:17]([CH3:20])([CH3:18])[CH3:19])=[O:14]. Given the reactants [Cl:1][C:2]1[C:3]([F:31])=[C:4]([CH:8]2[CH2:12][N:11]([C:13](Cl)=[O:14])[CH:10]([CH2:16][C:17]([CH3:20])([CH3:19])[CH3:18])[C:9]2([C:23]2[CH:28]=[CH:27][C:26]([Cl:29])=[CH:25][C:24]=2[F:30])[C:21]#[N:22])[CH:5]=[CH:6][CH:7]=1.CC1(C)[O:37][C@@H:36]([CH2:38][CH2:39][NH2:40])[CH2:35][O:34]1.C(N(CC)CC)C.Cl, predict the reaction product. (3) Given the reactants [C:1]([O:5][C:6]([NH:8][C:9](=[NH:55])[C:10]1[S:14][C:13]([S:15][CH3:16])=[C:12]([S:17]([C:20]2[CH:21]=[C:22]([C:26]3[C:31]([CH3:32])=[CH:30][C:29]([NH:33]C(OCC[Si](C)(C)C)=O)=[CH:28][C:27]=3[NH:43][C:44](=[O:54])[NH:45][CH2:46][CH2:47][CH2:48][CH2:49][CH2:50][C:51]([OH:53])=[O:52])[CH:23]=[CH:24][CH:25]=2)(=[O:19])=[O:18])[CH:11]=1)=[O:7])([CH3:4])([CH3:3])[CH3:2].[F-].C([N+](CCCC)(CCCC)CCCC)CCC, predict the reaction product. The product is: [NH2:33][C:29]1[CH:30]=[C:31]([CH3:32])[C:26]([C:22]2[CH:23]=[CH:24][CH:25]=[C:20]([S:17]([C:12]3[CH:11]=[C:10]([C:9]([NH:8][C:6]([O:5][C:1]([CH3:3])([CH3:4])[CH3:2])=[O:7])=[NH:55])[S:14][C:13]=3[S:15][CH3:16])(=[O:18])=[O:19])[CH:21]=2)=[C:27]([NH:43][C:44](=[O:54])[NH:45][CH2:46][CH2:47][CH2:48][CH2:49][CH2:50][C:51]([OH:53])=[O:52])[CH:28]=1. (4) Given the reactants [CH3:1][NH:2][C:3]1[N:8]=[C:7]([CH2:9][CH2:10][O:11][C:12]2[CH:17]=[CH:16][C:15]([CH2:18][CH:19]([CH:25]=[CH2:26])[CH2:20][C:21]([O:23]C)=[O:22])=[CH:14][CH:13]=2)[CH:6]=[CH:5][CH:4]=1.[Li+].[OH-].Cl, predict the reaction product. The product is: [CH3:1][NH:2][C:3]1[N:8]=[C:7]([CH2:9][CH2:10][O:11][C:12]2[CH:17]=[CH:16][C:15]([CH2:18][CH:19]([CH:25]=[CH2:26])[CH2:20][C:21]([OH:23])=[O:22])=[CH:14][CH:13]=2)[CH:6]=[CH:5][CH:4]=1.